Dataset: Full USPTO retrosynthesis dataset with 1.9M reactions from patents (1976-2016). Task: Predict the reactants needed to synthesize the given product. The reactants are: [Cl:1][C:2]1[CH:3]=[C:4]2[C:10]3([CH2:14][CH2:13][N:12]([C:15]([O:17][CH3:18])=[O:16])[CH2:11]3)[CH2:9][NH:8][C:5]2=[CH:6][CH:7]=1.Cl[C:20](OC1C=CC([N+]([O-])=O)=CC=1)=[O:21].N1C=CC=CC=1.C([O:41][CH2:42][C:43]1[N:44]=[C:45]([NH2:48])[S:46][CH:47]=1)(=O)C.C(=O)([O-])[O-].[K+].[K+]. Given the product [Cl:1][C:2]1[CH:3]=[C:4]2[C:10]3([CH2:14][CH2:13][N:12]([C:15]([O:17][CH3:18])=[O:16])[CH2:11]3)[CH2:9][N:8]([C:20](=[O:21])[NH:48][C:45]3[S:46][CH:47]=[C:43]([CH2:42][OH:41])[N:44]=3)[C:5]2=[CH:6][CH:7]=1, predict the reactants needed to synthesize it.